From a dataset of Catalyst prediction with 721,799 reactions and 888 catalyst types from USPTO. Predict which catalyst facilitates the given reaction. (1) Product: [CH2:15]([O:12][CH2:11][CH:8]1[CH2:7][CH2:6][C:5](=[O:1])[CH2:10][CH2:9]1)[C:16]1[CH:21]=[CH:20][CH:19]=[CH:18][CH:17]=1. The catalyst class is: 3. Reactant: [O:1]1[C:5]2([CH2:10][CH2:9][CH:8]([CH2:11][OH:12])[CH2:7][CH2:6]2)OCC1.[H-].[Na+].[CH2:15](Br)[C:16]1[CH:21]=[CH:20][CH:19]=[CH:18][CH:17]=1.[OH-].[Na+]. (2) Reactant: [C:9](O[C:9]([O:11][C:12]([CH3:15])([CH3:14])[CH3:13])=[O:10])([O:11][C:12]([CH3:15])([CH3:14])[CH3:13])=[O:10].[NH2:16][CH2:17][CH2:18][C:19]1[CH:24]=[CH:23][C:22]([OH:25])=[CH:21][CH:20]=1. Product: [C:12]([O:11][C:9](=[O:10])[NH:16][CH2:17][CH2:18][C:19]1[CH:24]=[CH:23][C:22]([OH:25])=[CH:21][CH:20]=1)([CH3:13])([CH3:14])[CH3:15]. The catalyst class is: 7. (3) Reactant: C(N(CC)CC)C.[NH2:8][C:9]1[CH:10]=[C:11]([C:15]#[C:16][C:17]2[CH:18]=[N:19][C:20]([NH2:23])=[N:21][CH:22]=2)[CH:12]=[N:13][CH:14]=1.[CH:24]1([C:27]2[CH:31]=[C:30]([NH:32][C:33](=O)[O:34]C3C=CC=CC=3)[N:29]([CH3:42])[N:28]=2)[CH2:26][CH2:25]1. Product: [NH2:23][C:20]1[N:19]=[CH:18][C:17]([C:16]#[C:15][C:11]2[CH:10]=[C:9]([NH:8][C:33]([NH:32][C:30]3[N:29]([CH3:42])[N:28]=[C:27]([CH:24]4[CH2:26][CH2:25]4)[CH:31]=3)=[O:34])[CH:14]=[N:13][CH:12]=2)=[CH:22][N:21]=1. The catalyst class is: 12. (4) Reactant: [O:1]1[CH2:5][CH2:4][C@H:3]([OH:6])[CH2:2]1.[Br:7][C:8]1[C:13]([CH3:14])=[CH:12][C:11](O)=[CH:10][C:9]=1[CH3:16].C1(P(C2C=CC=CC=2)C2C=CC=CC=2)C=CC=CC=1.N(C(OC(C)C)=O)=NC(OC(C)C)=O. Product: [Br:7][C:8]1[C:13]([CH3:14])=[CH:12][C:11]([O:6][C@@H:3]2[CH2:4][CH2:5][O:1][CH2:2]2)=[CH:10][C:9]=1[CH3:16]. The catalyst class is: 4. (5) Reactant: C([O:3][C:4](=O)[CH2:5][C:6]1[N:7]=[C:8]([C:17]2[CH:22]=[CH:21][C:20]([Cl:23])=[CH:19][CH:18]=2)[S:9][C:10]=1[C:11]1[CH:16]=[CH:15][CH:14]=[CH:13][CH:12]=1)C.[NH3:25]. Product: [Cl:23][C:20]1[CH:21]=[CH:22][C:17]([C:8]2[S:9][C:10]([C:11]3[CH:16]=[CH:15][CH:14]=[CH:13][CH:12]=3)=[C:6]([CH2:5][C:4]([NH2:25])=[O:3])[N:7]=2)=[CH:18][CH:19]=1. The catalyst class is: 5. (6) Reactant: [CH3:1][C:2]1[C:6]([C:7]2[CH:16]=[C:15]3[C:10]([C:11]([NH:18][CH2:19][CH:20]4[CH2:25][CH2:24][O:23][CH2:22][CH2:21]4)=[C:12]([NH2:17])[CH:13]=[N:14]3)=[CH:9][C:8]=2[O:26][CH3:27])=[C:5]([CH3:28])[O:4][N:3]=1.[N:29]([CH2:32][CH2:33][NH:34]C(=O)OC(C)(C)C)=[C:30]=S.C(O)(C(F)(F)F)=O. Product: [CH3:1][C:2]1[C:6]([C:7]2[C:8]([O:26][CH3:27])=[CH:9][C:10]3[C:11]4[N:18]([CH2:19][CH:20]5[CH2:21][CH2:22][O:23][CH2:24][CH2:25]5)[C:30]([NH:29][CH2:32][CH2:33][NH2:34])=[N:17][C:12]=4[CH:13]=[N:14][C:15]=3[CH:16]=2)=[C:5]([CH3:28])[O:4][N:3]=1. The catalyst class is: 2. (7) Reactant: [Cl:1][C:2]1[S:6][C:5]([C:7]([NH:9][CH2:10][C:11]2[N:12]=[N:13][N:14]([C:16]3[CH:21]=[CH:20][C:19](I)=[CH:18][CH:17]=3)[CH:15]=2)=[O:8])=[CH:4][CH:3]=1.[N:23]1[CH:28]=[CH:27][N:26]=[C:25]([OH:29])[C:24]=1[OH:30].OC1C=CC=C2C=1N=CC=C2.C(=O)([O-])[O-].[K+].[K+]. Product: [Cl:1][C:2]1[S:6][C:5]([C:7]([NH:9][CH2:10][C:11]2[N:12]=[N:13][N:14]([C:16]3[CH:21]=[CH:20][C:19]([N:26]4[CH:27]=[CH:28][N:23]=[C:24]([OH:30])[C:25]4=[O:29])=[CH:18][CH:17]=3)[CH:15]=2)=[O:8])=[CH:4][CH:3]=1. The catalyst class is: 156. (8) Reactant: C(N(CC)C(C)C)(C)C.Cl.[C:11]([N:15]1[CH2:19][C@@H:18]([C:20]2[CH:25]=[CH:24][C:23]([F:26])=[CH:22][C:21]=2[F:27])[C@H:17]([C:28](O)=[O:29])[CH2:16]1)([CH3:14])([CH3:13])[CH3:12].Cl.[Cl:32][C:33]1[CH:34]=[CH:35][C:36]([C:44]2[CH2:45][CH2:46][NH:47][CH2:48][CH:49]=2)=[C:37]([CH2:39][C:40]([O:42][CH3:43])=[O:41])[CH:38]=1.F[P-](F)(F)(F)(F)F.N1(OC(N(C)C)=[N+](C)C)C2N=CC=CC=2N=N1.C(=O)(O)[O-].[Na+]. Product: [C:11]([N:15]1[CH2:19][C@@H:18]([C:20]2[CH:25]=[CH:24][C:23]([F:26])=[CH:22][C:21]=2[F:27])[C@H:17]([C:28]([N:47]2[CH2:46][CH:45]=[C:44]([C:36]3[CH:35]=[CH:34][C:33]([Cl:32])=[CH:38][C:37]=3[CH2:39][C:40]([O:42][CH3:43])=[O:41])[CH2:49][CH2:48]2)=[O:29])[CH2:16]1)([CH3:14])([CH3:13])[CH3:12]. The catalyst class is: 9. (9) Reactant: O=[C:2]1[CH2:7][CH2:6][CH:5]([NH:8][C:9](=[O:13])[CH:10]([CH3:12])[CH3:11])[CH2:4][CH2:3]1.Cl.[F:15][C:16]1([F:27])[O:20][C:19]2[CH:21]=[CH:22][C:23]([NH:25]N)=[CH:24][C:18]=2[O:17]1.Cl. Product: [F:27][C:16]1([F:15])[O:17][C:18]2=[CH:24][C:23]3[NH:25][C:2]4[CH2:7][CH2:6][CH:5]([NH:8][C:9](=[O:13])[CH:10]([CH3:12])[CH3:11])[CH2:4][C:3]=4[C:22]=3[CH:21]=[C:19]2[O:20]1. The catalyst class is: 6.